This data is from Forward reaction prediction with 1.9M reactions from USPTO patents (1976-2016). The task is: Predict the product of the given reaction. (1) Given the reactants Cl[C:2]1C(OC2C=CC(Cl)=C(C(F)(F)F)C=2)=CC(F)=[C:6]([CH:10]=1)C(O)=O.[Cl:24][C:25]1[CH:26]=[C:27]([O:35][C:36]2[CH:44]=[CH:43][C:39]([C:40]([OH:42])=O)=[CH:38][C:37]=2[CH:45]2[CH2:47][CH2:46]2)[CH:28]=[N:29][C:30]=1[O:31][CH:32]([CH3:34])[CH3:33].C[N:49](C)[S:50]([NH2:53])(=[O:52])=[O:51], predict the reaction product. The product is: [N:49]1([S:50]([NH:53][C:40](=[O:42])[C:39]2[CH:43]=[CH:44][C:36]([O:35][C:27]3[CH:28]=[N:29][C:30]([O:31][CH:32]([CH3:33])[CH3:34])=[C:25]([Cl:24])[CH:26]=3)=[C:37]([CH:45]3[CH2:47][CH2:46]3)[CH:38]=2)(=[O:52])=[O:51])[CH2:6][CH2:10][CH2:2]1. (2) Given the reactants [CH3:1][NH:2][CH3:3].[CH:4]1([N:7]([CH:34]2[CH2:36][CH2:35]2)[C:8]([C:10]2[N:31]([CH2:32][CH3:33])[C:13]3=[N:14][C:15]([NH:22][C:23]4[S:24][C:25]([C:28]([OH:30])=O)=[CH:26][N:27]=4)=[C:16]4[N:20]=[CH:19][N:18]([CH3:21])[C:17]4=[C:12]3[CH:11]=2)=[O:9])[CH2:6][CH2:5]1, predict the reaction product. The product is: [CH:4]1([N:7]([CH:34]2[CH2:35][CH2:36]2)[C:8]([C:10]2[N:31]([CH2:32][CH3:33])[C:13]3=[N:14][C:15]([NH:22][C:23]4[S:24][C:25]([C:28]([N:2]([CH3:3])[CH3:1])=[O:30])=[CH:26][N:27]=4)=[C:16]4[N:20]=[CH:19][N:18]([CH3:21])[C:17]4=[C:12]3[CH:11]=2)=[O:9])[CH2:6][CH2:5]1. (3) Given the reactants [F:1][C:2]1[CH:3]=[C:4]([CH:40]=[CH:41][C:42]=1[O:43][CH3:44])[CH2:5][O:6][P:7]([C:20]1[CH:39]=[CH:38][C:23]([O:24][C:25]2[CH:26]=[C:27]([CH:31]=[C:32]([O:34][CH:35]([CH3:37])[CH3:36])[CH:33]=2)[C:28]([OH:30])=O)=[CH:22][CH:21]=1)([O:9][CH2:10][C:11]1[CH:16]=[CH:15][C:14]([O:17][CH3:18])=[C:13]([F:19])[CH:12]=1)=[O:8].[NH2:45][C:46]1[S:47][CH:48]=[CH:49][N:50]=1.CN(C(ON1N=NC2C=CC=NC1=2)=[N+](C)C)C.F[P-](F)(F)(F)(F)F.C(N(C(C)C)CC)(C)C, predict the reaction product. The product is: [F:19][C:13]1[CH:12]=[C:11]([CH:16]=[CH:15][C:14]=1[O:17][CH3:18])[CH2:10][O:9][P:7]([C:20]1[CH:21]=[CH:22][C:23]([O:24][C:25]2[CH:26]=[C:27]([C:28](=[O:30])[NH:45][C:46]3[S:47][CH:48]=[CH:49][N:50]=3)[CH:31]=[C:32]([O:34][CH:35]([CH3:36])[CH3:37])[CH:33]=2)=[CH:38][CH:39]=1)(=[O:8])[O:6][CH2:5][C:4]1[CH:40]=[CH:41][C:42]([O:43][CH3:44])=[C:2]([F:1])[CH:3]=1. (4) Given the reactants Cl[CH2:2][C:3]1[CH:8]=[CH:7][CH:6]=[C:5]([F:9])[N:4]=1.C([O-])([O-])=[O:11].[K+].[K+], predict the reaction product. The product is: [F:9][C:5]1[N:4]=[C:3]([CH2:2][OH:11])[CH:8]=[CH:7][CH:6]=1. (5) Given the reactants [CH3:1][O:2][C:3]1[CH:10]=[CH:9][CH:8]=[C:7]([O:11][CH3:12])[C:4]=1[CH:5]=[O:6].[B-](F)(F)(F)[F:14].[B-](F)(F)(F)F.C1[N+]2(CCl)CC[N+](F)(CC2)C1.O.CCOCC, predict the reaction product. The product is: [F:14][C:10]1[C:3]([O:2][CH3:1])=[C:4]([C:7]([O:11][CH3:12])=[CH:8][CH:9]=1)[CH:5]=[O:6].